Task: Predict which catalyst facilitates the given reaction.. Dataset: Catalyst prediction with 721,799 reactions and 888 catalyst types from USPTO (1) Reactant: [C:1](Cl)(=[O:3])[CH3:2].[Br:5][C:6]1[CH:7]=[N:8][N:9]([CH:11]2[CH2:16][CH2:15][NH:14][CH2:13][CH2:12]2)[CH:10]=1.CCN(CC)CC. Product: [Br:5][C:6]1[CH:7]=[N:8][N:9]([CH:11]2[CH2:16][CH2:15][N:14]([C:1](=[O:3])[CH3:2])[CH2:13][CH2:12]2)[CH:10]=1. The catalyst class is: 2. (2) Reactant: C[O:2][C:3](=[O:12])[C:4]1[CH:9]=[C:8]([Br:10])[C:7](Cl)=[N:6][CH:5]=1.[CH3:13][O:14][CH2:15][CH2:16][OH:17].C1CCN2C(=NCCC2)CC1.[OH-].[K+].Cl. Product: [Br:10][C:8]1[C:7]([O:17][CH2:16][CH2:15][O:14][CH3:13])=[N:6][CH:5]=[C:4]([CH:9]=1)[C:3]([OH:2])=[O:12]. The catalyst class is: 6. (3) Reactant: [F:1][C:2]1[C:3]([C:32]([F:35])([F:34])[F:33])=[C:4]([CH:8]2[CH2:13][CH2:12][N:11]([C:14]([C:16]3[C:20]4[CH2:21][N:22](C(OC(C)(C)C)=O)[CH2:23][CH2:24][C:19]=4[NH:18][N:17]=3)=[O:15])[CH2:10][CH2:9]2)[CH:5]=[CH:6][CH:7]=1.[ClH:36]. Product: [ClH:36].[F:1][C:2]1[C:3]([C:32]([F:35])([F:33])[F:34])=[C:4]([CH:8]2[CH2:9][CH2:10][N:11]([C:14]([C:16]3[C:20]4[CH2:21][NH:22][CH2:23][CH2:24][C:19]=4[NH:18][N:17]=3)=[O:15])[CH2:12][CH2:13]2)[CH:5]=[CH:6][CH:7]=1. The catalyst class is: 158. (4) Reactant: [C:1]([NH:4][C:5]1[CH:13]=[CH:12][CH:11]=[C:10]2[C:6]=1[C:7](=[O:35])[N:8]([CH:15]([C:20]1[CH:25]=[CH:24][C:23]([O:26][CH:27]([F:29])[F:28])=[C:22]([O:30][CH2:31][CH:32]3[CH2:34][CH2:33]3)[CH:21]=1)[CH2:16][C:17]([OH:19])=O)[C:9]2=[O:14])(=[O:3])[CH3:2].C(N1C=CN=C1)([N:38]1C=CN=C1)=O.[OH-].[NH4+].O. Product: [C:1]([NH:4][C:5]1[CH:13]=[CH:12][CH:11]=[C:10]2[C:6]=1[C:7](=[O:35])[N:8]([CH:15]([C:20]1[CH:25]=[CH:24][C:23]([O:26][CH:27]([F:29])[F:28])=[C:22]([O:30][CH2:31][CH:32]3[CH2:33][CH2:34]3)[CH:21]=1)[CH2:16][C:17]([NH2:38])=[O:19])[C:9]2=[O:14])(=[O:3])[CH3:2]. The catalyst class is: 7. (5) Reactant: C(NC(C)C)(C)C.C([Li])CCC.[CH2:13]([O:20][C:21]1[CH:22]=[CH:23][C:24]([F:27])=[N:25][CH:26]=1)[C:14]1[CH:19]=[CH:18][CH:17]=[CH:16][CH:15]=1.[B:28](OC(C)C)([O:33]C(C)C)[O:29]C(C)C. Product: [CH2:13]([O:20][C:21]1[CH:22]=[C:23]([B:28]([OH:33])[OH:29])[C:24]([F:27])=[N:25][CH:26]=1)[C:14]1[CH:15]=[CH:16][CH:17]=[CH:18][CH:19]=1. The catalyst class is: 1. (6) Reactant: [Br:1][C:2]1[CH:9]=[CH:8][C:5]([CH2:6]Br)=[CH:4][CH:3]=1.[CH3:10][S:11]([O-:13])=[O:12].[Na+]. Product: [Br:1][C:2]1[CH:9]=[CH:8][C:5]([CH2:6][S:11]([CH3:10])(=[O:13])=[O:12])=[CH:4][CH:3]=1. The catalyst class is: 18. (7) Reactant: [I:1][C:2]1[C:10]2[C:5](=[N:6][CH:7]=[N:8][C:9]=2[NH2:11])[N:4]([CH:12]2[CH2:17][CH2:16][CH2:15][NH:14][CH2:13]2)[N:3]=1.[C:18](O[BH-](OC(=O)C)OC(=O)C)(=O)C.[Na+].C=O.[OH-].[Na+]. Product: [I:1][C:2]1[C:10]2[C:5](=[N:6][CH:7]=[N:8][C:9]=2[NH2:11])[N:4]([CH:12]2[CH2:17][CH2:16][CH2:15][N:14]([CH3:18])[CH2:13]2)[N:3]=1. The catalyst class is: 701. (8) Reactant: [NH2:1][C:2]1[O:3][CH:4]=[CH:5][N:6]=1.[CH:7]1[C:20]2[CH:19]([C:21](Cl)=[O:22])[C:18]3[C:13](=[CH:14][CH:15]=[CH:16][CH:17]=3)[S:12][C:11]=2[CH:10]=[CH:9][CH:8]=1. Product: [O:3]1[CH:4]=[CH:5][N:6]=[C:2]1[NH:1][C:21]([CH:19]1[C:20]2[CH:7]=[CH:8][CH:9]=[CH:10][C:11]=2[S:12][C:13]2[C:18]1=[CH:17][CH:16]=[CH:15][CH:14]=2)=[O:22]. The catalyst class is: 377.